Dataset: Full USPTO retrosynthesis dataset with 1.9M reactions from patents (1976-2016). Task: Predict the reactants needed to synthesize the given product. (1) The reactants are: [F:1][C:2]1[S:6][C:5]2[C:7]3([O:20][CH2:21][C:22]([F:24])([F:23])[C:4]=2[CH:3]=1)[CH2:12][CH2:11][N:10](C(OC(C)(C)C)=O)[CH2:9][CH2:8]3.Cl. Given the product [F:1][C:2]1[S:6][C:5]2[C:7]3([O:20][CH2:21][C:22]([F:23])([F:24])[C:4]=2[CH:3]=1)[CH2:8][CH2:9][NH:10][CH2:11][CH2:12]3, predict the reactants needed to synthesize it. (2) Given the product [CH2:1]([O:3][C:4](=[O:22])[C@:5]([CH3:21])([O:14][C:15]1[CH:20]=[CH:19][CH:18]=[CH:17][CH:16]=1)[CH2:6][C:7]1[CH:12]=[CH:11][C:10]([O:13][CH2:35][CH2:34][C:32]2[N:33]=[C:29]([C:23]3[CH:28]=[CH:27][CH:26]=[CH:25][CH:24]=3)[O:30][C:31]=2[CH3:47])=[CH:9][CH:8]=1)[CH3:2], predict the reactants needed to synthesize it. The reactants are: [CH2:1]([O:3][C:4](=[O:22])[C@:5]([CH3:21])([O:14][C:15]1[CH:20]=[CH:19][CH:18]=[CH:17][CH:16]=1)[CH2:6][C:7]1[CH:12]=[CH:11][C:10]([OH:13])=[CH:9][CH:8]=1)[CH3:2].[C:23]1([C:29]2[O:30][C:31]([CH3:47])=[C:32]([CH2:34][CH2:35]OS(C3C=CC(C)=CC=3)(=O)=O)[N:33]=2)[CH:28]=[CH:27][CH:26]=[CH:25][CH:24]=1. (3) The reactants are: Br[C:2]1[N:7]2[CH:8]=[C:9]([CH:11]=[O:12])[N:10]=[C:6]2[C:5]([N:13]2[CH2:18][CH2:17][O:16][CH2:15][CH2:14]2)=[N:4][CH:3]=1.[C:19]([O:23][C:24]([C:26]1[CH:31]=[CH:30][C:29](B2OC(C)(C)C(C)(C)O2)=[CH:28][CH:27]=1)=[O:25])([CH3:22])([CH3:21])[CH3:20].C([O-])([O-])=O.[Na+].[Na+]. Given the product [CH:11]([C:9]1[N:10]=[C:6]2[C:5]([N:13]3[CH2:18][CH2:17][O:16][CH2:15][CH2:14]3)=[N:4][CH:3]=[C:2]([C:29]3[CH:30]=[CH:31][C:26]([C:24]([O:23][C:19]([CH3:20])([CH3:21])[CH3:22])=[O:25])=[CH:27][CH:28]=3)[N:7]2[CH:8]=1)=[O:12], predict the reactants needed to synthesize it. (4) Given the product [CH2:13]([N:4]([C:5]1[CH:10]=[CH:9][CH:8]=[CH:7][CH:6]=1)[C:1](=[O:3])[CH3:2])[CH2:14][CH2:15][CH2:16][CH3:17], predict the reactants needed to synthesize it. The reactants are: [C:1]([NH:4][C:5]1[CH:10]=[CH:9][CH:8]=[CH:7][CH:6]=1)(=[O:3])[CH3:2].[OH-].[K+].[CH2:13](I)[CH2:14][CH2:15][CH2:16][CH3:17]. (5) Given the product [N:49]1([CH2:50][C:51]2[CH:52]=[C:53]([CH:54]=[CH:55][CH:56]=2)[O:24][CH2:18][CH2:17][CH2:16][NH2:14])[CH2:57][CH2:43][CH2:46][CH2:47][CH2:48]1, predict the reactants needed to synthesize it. The reactants are: NCCCC1C=CC(S([N:14]([C:16]2C=CC(OC)=[C:18]([O:24]C)[CH:17]=2)C)(=O)=O)=CC=1.COC1C=C(N(C)S(C2C=C[C:43]([CH2:46][CH2:47][CH2:48][N:49]3[C:57](=O)[C:56]4[C:51](=[CH:52][CH:53]=[CH:54][CH:55]=4)[C:50]3=O)=CC=2)(=O)=O)C=CC=1OC. (6) The reactants are: [CH3:1][C:2]1[CH:3]=[C:4]([C:8]([C:10]2[CH:15]=[CH:14][CH:13]=[CH:12][CH:11]=2)=O)[O:5][C:6]=1[CH3:7].C([O-])(=O)C.[NH4+:20]. Given the product [CH3:1][C:2]1[CH:3]=[C:4]([OH:5])[C:8]([C:10]2[CH:15]=[CH:14][CH:13]=[CH:12][CH:11]=2)=[N:20][C:6]=1[CH3:7], predict the reactants needed to synthesize it. (7) Given the product [CH3:20][N:17]1[C:15]2[N:16]=[C:11]([N:32]3[CH2:33][CH2:34][N:29]([CH2:28][C:26]4[CH:25]=[N:24][N:23]([CH3:22])[CH:27]=4)[CH2:30][CH2:31]3)[NH:12][C:13](=[O:21])[C:14]=2[CH:19]=[N:18]1, predict the reactants needed to synthesize it. The reactants are: CCN(C(C)C)C(C)C.Cl[C:11]1[NH:12][C:13](=[O:21])[C:14]2[CH:19]=[N:18][N:17]([CH3:20])[C:15]=2[N:16]=1.[CH3:22][N:23]1[CH:27]=[C:26]([CH2:28][N:29]2[CH2:34][CH2:33][NH:32][CH2:31][CH2:30]2)[CH:25]=[N:24]1. (8) The reactants are: C(N(CC)CC)C.[CH3:8][CH:9]([SH:11])[CH3:10].Cl[CH2:13][C:14]1[C:23]([OH:24])=[CH:22][CH:21]=[C:20]2[C:15]=1[CH2:16][CH2:17][CH2:18][C:19]2=[O:25]. Given the product [OH:24][C:23]1[C:14]([CH2:13][S:11][CH:9]([CH3:10])[CH3:8])=[C:15]2[C:20](=[CH:21][CH:22]=1)[C:19](=[O:25])[CH2:18][CH2:17][CH2:16]2, predict the reactants needed to synthesize it.